This data is from Reaction yield outcomes from USPTO patents with 853,638 reactions. The task is: Predict the reaction yield, written as a fraction of the theoretical maximum amount of product (1.0 means a 100% yield; for example, 0.34 means a 34% yield). (1) The reactants are C1C=CC2N(O)N=NC=2C=1.CCN(C(C)C)C(C)C.[Br:20][C:21]1[CH:29]=[CH:28][C:27]([O:30][CH3:31])=[CH:26][C:22]=1[C:23]([OH:25])=O.CCN=C=NCCCN(C)C.Cl.[C:44]([O:48][C:49](=[O:60])[NH:50][CH2:51][C:52](=[O:59])[N:53]1[CH2:58][CH2:57][NH:56][CH2:55][CH2:54]1)([CH3:47])([CH3:46])[CH3:45]. The catalyst is CN(C=O)C.O. The product is [C:44]([O:48][C:49](=[O:60])[NH:50][CH2:51][C:52]([N:53]1[CH2:54][CH2:55][N:56]([C:23](=[O:25])[C:22]2[CH:26]=[C:27]([O:30][CH3:31])[CH:28]=[CH:29][C:21]=2[Br:20])[CH2:57][CH2:58]1)=[O:59])([CH3:47])([CH3:45])[CH3:46]. The yield is 0.970. (2) The reactants are [CH3:1][O:2][C:3]1[C:8]2[O:9][CH2:10][O:11][C:7]=2[CH:6]=[C:5]([CH2:12]O)[CH:4]=1.C([O-])(O)=O.[Na+].O=S(Cl)[Cl:21]. No catalyst specified. The product is [Cl:21][CH2:12][C:5]1[CH:4]=[C:3]([O:2][CH3:1])[C:8]2[O:9][CH2:10][O:11][C:7]=2[CH:6]=1. The yield is 0.940. (3) The reactants are [Br:1][C:2]1[CH:11]=[CH:10][C:9]2[C:4](=[CH:5][CH:6]=[CH:7][CH:8]=2)[C:3]=1[OH:12].[OH-].[K+].[CH3:15]I. The catalyst is C(#N)C. The product is [Br:1][C:2]1[CH:11]=[CH:10][C:9]2[C:4](=[CH:5][CH:6]=[CH:7][CH:8]=2)[C:3]=1[O:12][CH3:15]. The yield is 0.800.